Dataset: Forward reaction prediction with 1.9M reactions from USPTO patents (1976-2016). Task: Predict the product of the given reaction. (1) Given the reactants [C:1]([C:3]1[CH:4]=[C:5]2[C:11]3([CH2:16][CH2:15][N:14]([C:17]([O:19][C:20]([CH3:23])([CH3:22])[CH3:21])=[O:18])[CH2:13][CH2:12]3)[CH2:10][N:9]([C:24]3[C:25]4[C@H:32]([CH3:33])[CH2:31][CH2:30][C:26]=4[N:27]=[CH:28][N:29]=3)[C:6]2=[CH:7][CH:8]=1)#[N:2].[CH3:34][C:35]([O:38][C:39](O[C:39]([O:38][C:35]([CH3:37])([CH3:36])[CH3:34])=[O:40])=[O:40])([CH3:37])[CH3:36], predict the reaction product. The product is: [C:35]([O:38][C:39]([NH:2][CH2:1][C:3]1[CH:4]=[C:5]2[C:11]3([CH2:16][CH2:15][N:14]([C:17]([O:19][C:20]([CH3:23])([CH3:22])[CH3:21])=[O:18])[CH2:13][CH2:12]3)[CH2:10][N:9]([C:24]3[C:25]4[C@H:32]([CH3:33])[CH2:31][CH2:30][C:26]=4[N:27]=[CH:28][N:29]=3)[C:6]2=[CH:7][CH:8]=1)=[O:40])([CH3:37])([CH3:36])[CH3:34]. (2) Given the reactants [Cl:1][C:2]1([Cl:15])[C:10]2[C:5](=[CH:6][CH:7]=[C:8]([O:12][CH3:13])[C:9]=2[Cl:11])[NH:4][C:3]1=[O:14].[Cl:16]N(Cl)C(OCC)=O, predict the reaction product. The product is: [Cl:15][C:2]1([Cl:1])[C:10]2[C:5](=[C:6]([Cl:16])[CH:7]=[C:8]([O:12][CH3:13])[C:9]=2[Cl:11])[NH:4][C:3]1=[O:14].